Predict the product of the given reaction. From a dataset of Forward reaction prediction with 1.9M reactions from USPTO patents (1976-2016). Given the reactants [C:1]([O:5][C:6]([N:8]1[C:12]2=[N:13][CH:14]=[C:15]([Cl:17])[CH:16]=[C:11]2[C:10]([CH2:18]N(C)C)=[CH:9]1)=[O:7])([CH3:4])([CH3:3])[CH3:2].[Cl:22]C(OCC)=O, predict the reaction product. The product is: [C:1]([O:5][C:6]([N:8]1[C:12]2=[N:13][CH:14]=[C:15]([Cl:17])[CH:16]=[C:11]2[C:10]([CH2:18][Cl:22])=[CH:9]1)=[O:7])([CH3:4])([CH3:3])[CH3:2].